The task is: Predict which catalyst facilitates the given reaction.. This data is from Catalyst prediction with 721,799 reactions and 888 catalyst types from USPTO. (1) Reactant: C([Sn](=O)CCCC)CCC.[CH3:11][O:12][C:13]1[CH:25]=[CH:24][C:16]([CH2:17][O:18][CH2:19][C@H:20]([OH:23])[CH2:21][OH:22])=[CH:15][CH:14]=1.[F-].[Cs+].Br[CH2:29][CH2:30][CH2:31][CH2:32][CH2:33][CH2:34][CH2:35][CH2:36][CH2:37][CH2:38][CH2:39][CH2:40][CH2:41][CH2:42][CH2:43][CH3:44]. Product: [CH2:44]([O:22][CH2:21][C@H:20]([CH2:19][O:18][CH2:17][C:16]1[CH:15]=[CH:14][C:13]([O:12][CH3:11])=[CH:25][CH:24]=1)[OH:23])[CH2:43][CH2:42][CH2:41][CH2:40][CH2:39][CH2:38][CH2:37][CH2:36][CH2:35][CH2:34][CH2:33][CH2:32][CH2:31][CH2:30][CH3:29]. The catalyst class is: 11. (2) Reactant: [CH2:1]([CH:3]1[C:12]2[C:8](=[CH:9][N:10]([CH2:13][C:14]3[CH:19]=[CH:18][C:17]([O:20][CH3:21])=[CH:16][CH:15]=3)[N:11]=2)[C:7]2[N:22]=[C:23]([NH2:25])[S:24][C:6]=2[CH2:5][O:4]1)[CH3:2].Cl[C:27]1[N:32]=[C:31]([CH3:33])[CH:30]=[CH:29][N:28]=1.CC1(C)C2C(=C(P(C3C=CC=CC=3)C3C=CC=CC=3)C=CC=2)OC2C(P(C3C=CC=CC=3)C3C=CC=CC=3)=CC=CC1=2.C([O-])([O-])=O.[Cs+].[Cs+]. Product: [CH2:1]([CH:3]1[C:12]2[C:8](=[CH:9][N:10]([CH2:13][C:14]3[CH:15]=[CH:16][C:17]([O:20][CH3:21])=[CH:18][CH:19]=3)[N:11]=2)[C:7]2[N:22]=[C:23]([NH:25][C:27]3[N:32]=[C:31]([CH3:33])[CH:30]=[CH:29][N:28]=3)[S:24][C:6]=2[CH2:5][O:4]1)[CH3:2]. The catalyst class is: 62. (3) Reactant: [F:1][C:2]([F:18])([F:17])[C:3]1[CH:8]=[CH:7][C:6]([CH2:9][NH2:10])=[C:5]([N:11]2[CH2:16][CH2:15][CH2:14][CH2:13][CH2:12]2)[CH:4]=1.ClC(Cl)(O[C:23](=[O:29])[O:24][C:25](Cl)(Cl)Cl)Cl.[N-:31]=[C:32]=[O:33]. Product: [F:18][C:2]([F:1])([F:17])[C:3]1[CH:8]=[CH:7][C:6]([CH2:9][NH:10][C:32]([NH:31][C:3]2[C:25]3[O:24][C:23](=[O:29])[NH:10][C:9]=3[CH:6]=[CH:5][CH:4]=2)=[O:33])=[C:5]([N:11]2[CH2:16][CH2:15][CH2:14][CH2:13][CH2:12]2)[CH:4]=1. The catalyst class is: 329. (4) Reactant: [NH2:1][C:2]1[CH:10]=[C:9]2[C:5]([C:6]([C:11]3[CH2:16][CH2:15][CH:14]([N:17]([CH2:25][CH3:26])[C:18](=[O:24])[O:19][C:20]([CH3:23])([CH3:22])[CH3:21])[CH2:13][CH:12]=3)=[CH:7][NH:8]2)=[CH:4][CH:3]=1.I.CS[C:30]([C:32]1[S:33][CH:34]=[CH:35][CH:36]=1)=[NH:31]. Product: [CH2:25]([N:17]([CH:14]1[CH2:15][CH2:16][C:11]([C:6]2[C:5]3[C:9](=[CH:10][C:2]([NH:1][C:30]([C:32]4[S:33][CH:34]=[CH:35][CH:36]=4)=[NH:31])=[CH:3][CH:4]=3)[NH:8][CH:7]=2)=[CH:12][CH2:13]1)[C:18](=[O:24])[O:19][C:20]([CH3:21])([CH3:22])[CH3:23])[CH3:26]. The catalyst class is: 14. (5) Reactant: [NH2:1][C:2]1[CH:7]=[C:6]([C:8]2[CH:13]=[CH:12][CH:11]=[C:10]([C:14]([F:17])([F:16])[F:15])[CH:9]=2)[N:5]=[C:4]([C:18]#[N:19])[C:3]=1[N+:20]([O-])=O. Product: [NH2:20][C:3]1[C:4]([C:18]#[N:19])=[N:5][C:6]([C:8]2[CH:13]=[CH:12][CH:11]=[C:10]([C:14]([F:17])([F:15])[F:16])[CH:9]=2)=[CH:7][C:2]=1[NH2:1]. The catalyst class is: 78. (6) Reactant: [Cl:1][C:2]1[C:3]([CH3:22])=[C:4]([NH:8][S:9]([C:12]2[CH:21]=[CH:20][C:15]([C:16]([O:18][CH3:19])=[O:17])=[CH:14][CH:13]=2)(=[O:11])=[O:10])[CH:5]=[CH:6][CH:7]=1.Br[CH2:24][C:25]([NH:27][CH2:28][C:29]1[CH:34]=[CH:33][C:32]([O:35][CH3:36])=[CH:31][CH:30]=1)=[O:26].C(=O)([O-])[O-].[K+].[K+].O. Product: [Cl:1][C:2]1[C:3]([CH3:22])=[C:4]([N:8]([CH2:24][C:25]([NH:27][CH2:28][C:29]2[CH:30]=[CH:31][C:32]([O:35][CH3:36])=[CH:33][CH:34]=2)=[O:26])[S:9]([C:12]2[CH:21]=[CH:20][C:15]([C:16]([O:18][CH3:19])=[O:17])=[CH:14][CH:13]=2)(=[O:11])=[O:10])[CH:5]=[CH:6][CH:7]=1. The catalyst class is: 3. (7) Reactant: [Cl:1][C:2]1[C:7]([Cl:8])=[C:6]([C:9]2[S:13][C:12]([C:14]([NH:16][NH2:17])=[O:15])=[N:11][C:10]=2[CH2:18][C:19]([O:22][CH3:23])([CH3:21])[CH3:20])[CH:5]=[CH:4][C:3]=1[S:24]([NH:27][C@@H:28]([CH2:33][CH3:34])[C:29]([F:32])([F:31])[F:30])(=[O:26])=[O:25].[CH3:35][O:36][C:37](=[O:45])[C:38]([CH3:44])([CH3:43])[CH2:39][C:40](O)=[O:41].CN(C(ON1N=NC2C=CC=NC1=2)=[N+](C)C)C.F[P-](F)(F)(F)(F)F.O. Product: [Cl:8][C:7]1[C:2]([Cl:1])=[C:3]([S:24](=[O:25])(=[O:26])[NH:27][C@@H:28]([CH2:33][CH3:34])[C:29]([F:31])([F:30])[F:32])[CH:4]=[CH:5][C:6]=1[C:9]1[S:13][C:12]([C:14]([NH:16][NH:17][C:40](=[O:41])[CH2:39][C:38]([CH3:44])([CH3:43])[C:37]([O:36][CH3:35])=[O:45])=[O:15])=[N:11][C:10]=1[CH2:18][C:19]([O:22][CH3:23])([CH3:20])[CH3:21]. The catalyst class is: 10.